This data is from Forward reaction prediction with 1.9M reactions from USPTO patents (1976-2016). The task is: Predict the product of the given reaction. Given the reactants [F:1][C:2]([F:30])([F:29])[O:3][C:4]1[CH:9]=[CH:8][C:7]([N:10]2[CH:14]=[N:13][C:12]([C:15]3[CH:20]=[CH:19][C:18]([CH:21]([CH3:28])[CH2:22]C(N=[N+]=[N-])=O)=[CH:17][CH:16]=3)=[N:11]2)=[CH:6][CH:5]=1.[CH:31]([C:34]1[CH:39]=[CH:38][C:37]([CH3:40])=[CH:36][C:35]=1[NH:41][C:42]([NH2:44])=[S:43])([CH3:33])[CH3:32].[C:45](=[O:48])([O-])[O-].[Cs+].[Cs+].[C:51]([O-:54])(=O)[CH3:52].[Na+].BrCC(OC)=O.C(#[N:64])C, predict the reaction product. The product is: [CH:31]([C:34]1[CH:39]=[CH:38][C:37]([CH3:40])=[CH:36][C:35]=1[N:41]1[C:51](=[O:54])[CH2:52][S:43]/[C:42]/1=[N:44]\[C:45]([NH:64][CH2:22][CH:21]([C:18]1[CH:19]=[CH:20][C:15]([C:12]2[N:13]=[CH:14][N:10]([C:7]3[CH:8]=[CH:9][C:4]([O:3][C:2]([F:29])([F:1])[F:30])=[CH:5][CH:6]=3)[N:11]=2)=[CH:16][CH:17]=1)[CH3:28])=[O:48])([CH3:33])[CH3:32].